Dataset: Experimentally validated miRNA-target interactions with 360,000+ pairs, plus equal number of negative samples. Task: Binary Classification. Given a miRNA mature sequence and a target amino acid sequence, predict their likelihood of interaction. (1) The miRNA is hsa-miR-548ay-5p with sequence AAAAGUAAUUGUGGUUUUUGC. The protein sequence of the target gene is MDDLFPLIFPSEPAQASGPYVEIIEQPKQRGMRFRYKCEGRSAGSIPGERSTDTTKTHPTIKINGYTGPGTVRISLVTKDPPHRPHPHELVGKDCRDGYYEADLCPDRSIHSFQNLGIQCVKKRDLEQAISQRIQTNNNPFHVPIEEQRGDYDLNAVRLCFQVTVRDPAGRPLLLTPVLSHPIFDNRAPNTAELKICRVNRNSGSCLGGDEIFLLCDKVQKEDIEVYFTGPGWEARGSFSQADVHRQVAIVFRTPPYADPSLQAPVRVSMQLRRPSDRELSEPMEFQYLPDTDDRHRIEE.... Result: 0 (no interaction). (2) The miRNA is hsa-miR-3138 with sequence UGUGGACAGUGAGGUAGAGGGAGU. The protein sequence of the target gene is MAEFTSYKETASSRHLRFKLQSLSRRLDELEEATKNLQKAEDELLDLQDKVIQAEGSNSSMLAEIEVLRQRVLRIEGKDEEIKRAEDLCRLMKEKLEEEENLTRELKSEIERLQKRMAELEKLEEAFSRSKNDCTQLCLSLNEERNLTKKISSELEMLRVKVKELESSEDRLDKTEQSLASELEKLKSLTLSFVSERKYLNEKEKENEKLIKELTQKLEQNKKMNRDYTRNASNLERNDLRIEDGISSTLPSKESRRKGGLDYLKQVENETRNKSENEKNRNQEDNKVKDLNQEIEKLKT.... Result: 1 (interaction). (3) The protein sequence of the target gene is MIVQRVVLNSRPGKNGNPVAENFRMEEVYLPDNINEGQVQVRTLYLSVDPYMRCRMNEDTGTDYITPWQLSQVVDGGGIGIIEESKHTNLTKGDFVTSFYWPWQTKVILDGNSLEKVDPQLVDGHLSYFLGAIGMPGLTSLIGIQEKGHITAGSNKTMVVSGAAGACGSVAGQIGHFLGCSRVVGICGTHEKCILLTSELGFDAAINYKKDNVAEQLRESCPAGVDVYFDNVGGNISDTVISQMNENSHIILCGQISQYNKDVPYPPPLSPAIEAIQKERNITRERFLVLNYKDKFEPGI.... Result: 1 (interaction). The miRNA is hsa-miR-6856-5p with sequence AAGAGAGGAGCAGUGGUGCUGUGG. (4) The miRNA is mmu-miR-369-3p with sequence AAUAAUACAUGGUUGAUCUUU. The protein sequence of the target gene is MPKAKSAASSRRRDRQEQRRELKRAGGLMFNTGIGQHILKNPLIVNSIIDKAALRPTDVVLEVGPGTGNMTVKLLEKAKKVVACELDPRLVAELHKRVQGTPLASKLQVLVGDVLKSDLPFFDACVANLPYQISSPFVFKLLLHRPFFRCAILMFQREFALRLVAKPGDKLYCRLSINTQLLARVDHLMKVGKNNFRPPPKVESSVVRIEPKNPPPPINFQEWDGLVRITFVRKNKTLSAAFKSSAVQQLLEKNYRIHCSVQNTVIPEDFSIADKIQQILTSTGFSDKRARSMDIDDFIR.... Result: 1 (interaction). (5) The miRNA is hsa-miR-378e with sequence ACUGGACUUGGAGUCAGGA. The protein sequence of the target gene is MATCWQALWAYRSYLIVFFVPILLLPLPILVPSKEAYCAYAIILMALFWCTEALPLAVTALFPLILFPMMGIVDASEVAVEYLKDSNLLFFGGLLVAIAVEHWNLHKRIALRVLLIVGVRPAPLILGFMLVTAFLSMWISNTATSAMMVPIAHAVLDQLHSSQASSNVEEGSNNPTFELQEPSPQKEVTKLDNGQALPVTSASSEGRAHLSQKHLHLTQCMSLCVCYSASIGGIATLTGTAPNLVLQGQINSLFPQNGNVVNFASWFSFAFPTMVILLLLAWLWLQILFLGFNFRKNFGI.... Result: 0 (no interaction). (6) The miRNA is hsa-let-7a-5p with sequence UGAGGUAGUAGGUUGUAUAGUU. The protein sequence of the target gene is MPPSTSLLLLAALLPFALPASDWKTGEVTGKVVEKSEFPCYSLSRDNYTCSACIQYHESCAWCGAPMFDEKKPYARCDSRAKLMEHGCPNSYIEDPATKLDITEDSKLSDQGQVESEEEAVQIKPQEMYVEIRPKSRVRFNVTYRQAVDYPVDLYYLMDLSYSMKDDKQKLSELGDLLAERMRTVTKNFRLGFGSFIDKKLMPFIDPRIEKQLSPCPTPCAEPYGFKHQMSLTTNTAKFKAEVDKAEISGNLDAPEGGFDAVVQALACNKTIGWRERARKMIVFSTDAGFHFAGDGRLAG.... Result: 0 (no interaction). (7) The miRNA is hsa-miR-7110-5p with sequence UGGGGGUGUGGGGAGAGAGAG. The protein sequence of the target gene is MMKRQLHRMRQLAQTGSLGRTPETAEFLGEDLLQVEQRLEPAKRAAHNIHKRLQACLQGQSGADMDKRVKKLPLMALSTTMAESFKELDPDSSMGKALEMSCAIQNQLARILAEFEMTLERDVLQPLSRLSEEELPAILKHKKSLQKLVSDWNTLKSRLSQATKNSGSSQGLGGSPGSHSHTTMANKVETLKEEEEELKRKVEQCRDEYLADLYHFVTKEDSYANYFIRLLEIQADYHRRSLSSLDTALAELRENHGQADHSPSMTATHFPRVYGVSLATHLQELGREIALPIEACVMML.... Result: 1 (interaction). (8) The miRNA is mmu-miR-3064-3p with sequence UGCCACACUGCAACACCUUACA. The protein sequence of the target gene is MEIKDQGAQMEPLLPTRNDEEAVVDRGGTRSILKTHFEKEDLEGHRTLFIGVHVPLGGRKSHRRHRHRGHKHRKRDRERDSGLEDGRESPSFDTPSQRVQFILGTEDDDEEHIPHDLFTELDEICWREGEDAEWRETARWLKFEEDVEDGGERWSKPYVATLSLHSLFELRSCILNGTVLLDMHANTLEEIADMVLDQQVSSGQLNEDVRHRVHEALMKQHHHQNQKKLTNRIPIVRSFADIGKKQSEPNSMDKNAGQVVSPQSAPACVENKNDVSRENSTVDFSKGLGGQQKGHTSPCG.... Result: 0 (no interaction).